From a dataset of Full USPTO retrosynthesis dataset with 1.9M reactions from patents (1976-2016). Predict the reactants needed to synthesize the given product. (1) Given the product [CH3:29][CH:9]1[C:10]2[N:11]=[CH:12][N:13]=[C:14]([C:18]3[N:22]([CH:23]4[CH2:28][CH2:27][CH2:26][CH2:25][O:24]4)[N:21]=[CH:20][CH:19]=3)[C:15]=2[CH2:16][CH2:17][NH:8]1, predict the reactants needed to synthesize it. The reactants are: C([N:8]1[CH2:17][CH2:16][C:15]2[C:14]([C:18]3[N:22]([CH:23]4[CH2:28][CH2:27][CH2:26][CH2:25][O:24]4)[N:21]=[CH:20][CH:19]=3)=[N:13][CH:12]=[N:11][C:10]=2[CH:9]1[CH3:29])C1C=CC=CC=1.[H][H]. (2) Given the product [C:1]([CH2:3][C:4]1[CH:12]=[CH:11][C:10]([CH3:13])=[CH:9][C:5]=1[C:6]([NH2:15])=[O:7])#[N:2], predict the reactants needed to synthesize it. The reactants are: [C:1]([CH2:3][C:4]1[CH:12]=[CH:11][C:10]([CH3:13])=[CH:9][C:5]=1[C:6](O)=[O:7])#[N:2].C[N:15](C)C=O.C(Cl)(=O)C(Cl)=O. (3) Given the product [C:11]([O:15][C:16]([N:18]1[CH2:19][CH:20]=[C:21]([C:7]2[C:6]3[C:10](=[C:2]([Br:1])[CH:3]=[CH:4][CH:5]=3)[NH:9][CH:8]=2)[CH2:22][CH2:23]1)=[O:17])([CH3:14])([CH3:12])[CH3:13], predict the reactants needed to synthesize it. The reactants are: [Br:1][C:2]1[CH:3]=[CH:4][CH:5]=[C:6]2[C:10]=1[NH:9][CH:8]=[CH:7]2.[C:11]([O:15][C:16]([N:18]1[CH2:23][CH2:22][C:21](=O)[CH2:20][CH2:19]1)=[O:17])([CH3:14])([CH3:13])[CH3:12].N1CCCC1. (4) Given the product [CH3:30][O:29][C:28](=[O:31])[NH:27][C@@H:22]([C:23]([CH3:25])([CH3:26])[CH3:24])[C:20](=[O:21])[NH:19][C@@H:5]([CH2:6][C:7]1[CH:12]=[CH:11][C:10]([C:13]2[CH:18]=[CH:17][CH:16]=[CH:15][N:14]=2)=[CH:9][CH:8]=1)[C@@H:4]([OH:32])[CH2:3][C@H:2]([CH2:33][C:34]1[CH:35]=[CH:36][CH:37]=[CH:38][CH:39]=1)[NH:1][C:46](=[O:47])[C@H:45]([C:49]([CH3:51])([CH3:50])[CH3:52])[NH:44][C:42](=[O:43])[O:41][CH3:40], predict the reactants needed to synthesize it. The reactants are: [NH2:1][C@@H:2]([CH2:33][C:34]1[CH:39]=[CH:38][CH:37]=[CH:36][CH:35]=1)[CH2:3][C@H:4]([OH:32])[C@@H:5]([NH:19][C:20]([C@@H:22]([NH:27][C:28](=[O:31])[O:29][CH3:30])[C:23]([CH3:26])([CH3:25])[CH3:24])=[O:21])[CH2:6][C:7]1[CH:12]=[CH:11][C:10]([C:13]2[CH:18]=[CH:17][CH:16]=[CH:15][N:14]=2)=[CH:9][CH:8]=1.[CH3:40][O:41][C:42]([NH:44][C@@H:45]([C:49]([CH3:52])([CH3:51])[CH3:50])[C:46](O)=[O:47])=[O:43].CCOP(ON1N=NC2C=CC=CC=2C1=O)(OCC)=O.C(N(CC)C(C)C)(C)C. (5) Given the product [CH:1]([O:14][C@@H:15]1[CH2:19][CH2:18][N:17]([CH2:21][C:22]2[N:27]=[C:26]([C:28]([O:30][CH2:31][CH3:32])=[O:29])[CH:25]=[CH:24][CH:23]=2)[CH2:16]1)([C:8]1[CH:13]=[CH:12][CH:11]=[CH:10][CH:9]=1)[C:2]1[CH:3]=[CH:4][CH:5]=[CH:6][CH:7]=1, predict the reactants needed to synthesize it. The reactants are: [CH:1]([O:14][C@@H:15]1[CH2:19][CH2:18][NH:17][CH2:16]1)([C:8]1[CH:13]=[CH:12][CH:11]=[CH:10][CH:9]=1)[C:2]1[CH:7]=[CH:6][CH:5]=[CH:4][CH:3]=1.Cl[CH2:21][C:22]1[N:27]=[C:26]([C:28]([O:30][CH2:31][CH3:32])=[O:29])[CH:25]=[CH:24][CH:23]=1.C(#N)C.C(N(CC)CC)C. (6) Given the product [Br:32][CH2:33][CH2:34][CH2:35][O:1][C:2]1[CH:3]=[C:4]2[C:9](=[CH:10][C:11]=1[O:12][CH3:13])[C:8]([CH2:14][C:15]1[CH:20]=[CH:19][CH:18]=[C:17]([O:21][CH2:22][CH3:23])[CH:16]=1)=[N:7][CH:6]=[C:5]2[CH:24]=[O:25], predict the reactants needed to synthesize it. The reactants are: [OH:1][C:2]1[CH:3]=[C:4]2[C:9](=[CH:10][C:11]=1[O:12][CH3:13])[C:8]([CH2:14][C:15]1[CH:20]=[CH:19][CH:18]=[C:17]([O:21][CH2:22][CH3:23])[CH:16]=1)=[N:7][CH:6]=[C:5]2[CH:24]=[O:25].C(=O)([O-])[O-].[K+].[K+].[Br:32][CH2:33][CH2:34][CH2:35]Br. (7) Given the product [C:1]([O:5][C:6](=[O:21])[C:7]([CH3:9])([S:10][C:11]1[CH:12]=[C:13]2[C:17](=[CH:18][CH:19]=1)[CH2:16][CH:15]([NH:20][CH2:26][CH2:25][CH2:24][CH:23]=[CH2:22])[CH2:14]2)[CH3:8])([CH3:2])([CH3:3])[CH3:4], predict the reactants needed to synthesize it. The reactants are: [C:1]([O:5][C:6](=[O:21])[C:7]([S:10][C:11]1[CH:12]=[C:13]2[C:17](=[CH:18][CH:19]=1)[CH2:16][CH:15]([NH2:20])[CH2:14]2)([CH3:9])[CH3:8])([CH3:4])([CH3:3])[CH3:2].[CH:22](=O)[CH2:23][CH2:24][CH:25]=[CH2:26].C(O[BH-](OC(=O)C)OC(=O)C)(=O)C.[Na+].